This data is from Peptide-MHC class II binding affinity with 134,281 pairs from IEDB. The task is: Regression. Given a peptide amino acid sequence and an MHC pseudo amino acid sequence, predict their binding affinity value. This is MHC class II binding data. (1) The peptide sequence is TLEVHAVKPAAEEVK. The MHC is HLA-DPA10201-DPB10101 with pseudo-sequence HLA-DPA10201-DPB10101. The binding affinity (normalized) is 0.246. (2) The peptide sequence is LFDMSKFPLKLRGTA. The MHC is DRB1_0101 with pseudo-sequence DRB1_0101. The binding affinity (normalized) is 0.690.